From a dataset of Full USPTO retrosynthesis dataset with 1.9M reactions from patents (1976-2016). Predict the reactants needed to synthesize the given product. (1) Given the product [O:1]=[C:2]1[C:10]2([C:22]3[C:13](=[CH:14][C:15]4[O:20][CH2:19][CH2:18][O:17][C:16]=4[CH:21]=3)[O:12][CH2:11]2)[C:9]2[C:4](=[CH:5][CH:6]=[C:7]([C:23]([NH2:24])=[O:33])[CH:8]=2)[N:3]1[CH2:25][C:26]1[CH:31]=[CH:30][CH:29]=[CH:28][N:27]=1, predict the reactants needed to synthesize it. The reactants are: [O:1]=[C:2]1[C:10]2([C:22]3[C:13](=[CH:14][C:15]4[O:20][CH2:19][CH2:18][O:17][C:16]=4[CH:21]=3)[O:12][CH2:11]2)[C:9]2[C:4](=[CH:5][CH:6]=[C:7]([C:23]#[N:24])[CH:8]=2)[N:3]1[CH2:25][C:26]1[CH:31]=[CH:30][CH:29]=[CH:28][N:27]=1.C(=O)([O-])[O-:33].[Na+].[Na+].OO. (2) Given the product [Cl:31][C:21]1[N:13]([CH2:12][C:11]2[CH:29]=[CH:30][C:8]([C:6]3[CH:5]=[CH:4][CH:3]=[C:2]([F:1])[N:7]=3)=[CH:9][CH:10]=2)[N:14]=[C:15]2[C:20]=1[C:19](=[O:22])[N:18]([CH3:23])[C:17](=[O:24])[N:16]2[CH2:25][CH:26]([CH3:28])[CH3:27], predict the reactants needed to synthesize it. The reactants are: [F:1][C:2]1[N:7]=[C:6]([C:8]2[CH:30]=[CH:29][C:11]([CH2:12][N:13]3[CH:21]=[C:20]4[C:15]([N:16]([CH2:25][CH:26]([CH3:28])[CH3:27])[C:17](=[O:24])[N:18]([CH3:23])[C:19]4=[O:22])=[N:14]3)=[CH:10][CH:9]=2)[CH:5]=[CH:4][CH:3]=1.[Cl:31]C(Cl)(Cl)C(Cl)(Cl)Cl.[Li+].C[Si]([N-][Si](C)(C)C)(C)C.O. (3) The reactants are: [OH:1][CH2:2][C:3]1([CH3:19])[NH:8][CH2:7][CH2:6][N:5]([C:9]([O:11][CH2:12][C:13]2[CH:18]=[CH:17][CH:16]=[CH:15][CH:14]=2)=[O:10])[CH2:4]1.[CH3:20][C@H:21]1[CH2:30][C:29]2[C:24](=[CH:25][CH:26]=[C:27]([CH:31]3[CH2:33][O:32]3)[CH:28]=2)[C:23](=[O:34])[O:22]1. Given the product [OH:32][CH:31]([C:27]1[CH:28]=[C:29]2[C:24](=[CH:25][CH:26]=1)[C:23](=[O:34])[O:22][C@@H:21]([CH3:20])[CH2:30]2)[CH2:33][N:8]1[CH2:7][CH2:6][N:5]([C:9]([O:11][CH2:12][C:13]2[CH:18]=[CH:17][CH:16]=[CH:15][CH:14]=2)=[O:10])[CH2:4][C:3]1([CH2:2][OH:1])[CH3:19], predict the reactants needed to synthesize it. (4) Given the product [NH2:16][C:5]1[CH:4]=[CH:3][C:2]([Cl:1])=[CH:7][C:6]=1[C:8]([CH:10]1[CH2:11][CH2:12][CH2:13][CH2:14][CH2:15]1)=[O:9], predict the reactants needed to synthesize it. The reactants are: [Cl:1][C:2]1[CH:3]=[CH:4][C:5]([N+:16]([O-])=O)=[C:6]([C:8]([CH:10]2[CH2:15][CH2:14][CH2:13][CH2:12][CH2:11]2)=[O:9])[CH:7]=1.[NH4+].[Cl-].